From a dataset of Full USPTO retrosynthesis dataset with 1.9M reactions from patents (1976-2016). Predict the reactants needed to synthesize the given product. (1) Given the product [NH:16]([C:2]1[CH:7]=[CH:6][C:5]([C:8]2[CH:13]=[CH:12][C:11]([O:14][CH3:15])=[CH:10][CH:9]=2)=[CH:4][N:3]=1)[NH2:17], predict the reactants needed to synthesize it. The reactants are: Cl[C:2]1[CH:7]=[CH:6][C:5]([C:8]2[CH:13]=[CH:12][C:11]([O:14][CH3:15])=[CH:10][CH:9]=2)=[CH:4][N:3]=1.[NH2:16][NH2:17]. (2) Given the product [ClH:49].[ClH:49].[CH3:17][C:18]1[CH:27]=[CH:26][C:25]2[C:20](=[CH:21][CH:22]=[CH:23][C:24]=2[N:28]2[CH2:33][CH2:32][N:31]([CH2:15][CH2:14][C:10]3[CH:9]=[CH:8][CH:7]=[C:6]4[C:11]=3[CH:12]=[CH:13][C:4]3[N:5]4[N:1]=[N:2][N:3]=3)[CH2:30][CH2:29]2)[N:19]=1, predict the reactants needed to synthesize it. The reactants are: [N:1]1[N:5]2[C:6]3[C:11]([CH:12]=[CH:13][C:4]2=[N:3][N:2]=1)=[C:10]([CH2:14][CH:15]=O)[CH:9]=[CH:8][CH:7]=3.[CH3:17][C:18]1[CH:27]=[CH:26][C:25]2[C:20](=[CH:21][CH:22]=[CH:23][C:24]=2[N:28]2[CH2:33][CH2:32][NH:31][C@H:30](C)[CH2:29]2)[N:19]=1.C(O[BH-](OC(=O)C)OC(=O)C)(=O)C.[Na+].[Cl:49]CCCl. (3) The reactants are: Br[C:2]1[CH:3]=[C:4]2[C:30](=[CH:31][CH:32]=1)[O:29][C:7]1([CH2:12][CH2:11][N:10]([C:13]([C:15]3[CH:24]=[C:23]([O:25][CH3:26])[C:22]4[C:17](=[C:18]([O:27][CH3:28])[CH:19]=[CH:20][CH:21]=4)[N:16]=3)=[O:14])[CH2:9][CH2:8]1)[CH2:6][C:5]2=[O:33].[NH2:34][C:35]1[N:39]([CH3:40])[N:38]=[CH:37][CH:36]=1.C(P(C(C)(C)C)C1C=CC=CC=1C1C=CC=CC=1)(C)(C)C.C(=O)([O-])[O-].[Cs+].[Cs+]. Given the product [CH3:26][O:25][C:23]1[C:22]2[C:17](=[C:18]([O:27][CH3:28])[CH:19]=[CH:20][CH:21]=2)[N:16]=[C:15]([C:13]([N:10]2[CH2:11][CH2:12][C:7]3([CH2:6][C:5](=[O:33])[C:4]4[C:30](=[CH:31][CH:32]=[C:2]([NH:34][C:35]5[N:39]([CH3:40])[N:38]=[CH:37][CH:36]=5)[CH:3]=4)[O:29]3)[CH2:8][CH2:9]2)=[O:14])[CH:24]=1, predict the reactants needed to synthesize it. (4) Given the product [CH3:1][C:2]1[CH:3]=[CH:4][C:5]([CH2:6][C:7]2[N:11]=[C:10]([C@H:12]3[CH2:16][CH2:15][C@H:14]([NH:17][C:30]4[N:35]=[CH:34][N:33]=[C:32]5[NH:36][N:37]=[CH:38][C:31]=45)[CH2:13]3)[O:9][N:8]=2)=[CH:18][CH:19]=1, predict the reactants needed to synthesize it. The reactants are: [CH3:1][C:2]1[CH:19]=[CH:18][C:5]([CH2:6][C:7]2[N:11]=[C:10]([C@H:12]3[CH2:16][CH2:15][C@H:14]([NH2:17])[CH2:13]3)[O:9][N:8]=2)=[CH:4][CH:3]=1.CCN(C(C)C)C(C)C.Cl[C:30]1[N:35]=[CH:34][N:33]=[C:32]2[N:36](C3CCCCO3)[N:37]=[CH:38][C:31]=12. (5) Given the product [CH3:1][C:2]1[CH:3]=[C:4]([CH2:9][CH:10]([NH:19][C:20]([NH:25][CH2:24][CH2:22][OH:23])=[S:21])[C:11]2[CH:16]=[CH:15][CH:14]=[C:13]([CH3:17])[C:12]=2[CH3:18])[CH:5]=[C:6]([CH3:8])[CH:7]=1, predict the reactants needed to synthesize it. The reactants are: [CH3:1][C:2]1[CH:3]=[C:4]([CH2:9][CH:10]([N:19]=[C:20]=[S:21])[C:11]2[CH:16]=[CH:15][CH:14]=[C:13]([CH3:17])[C:12]=2[CH3:18])[CH:5]=[C:6]([CH3:8])[CH:7]=1.[CH2:22]([CH2:24][NH2:25])[OH:23].